From a dataset of Forward reaction prediction with 1.9M reactions from USPTO patents (1976-2016). Predict the product of the given reaction. (1) Given the reactants Cl[C:2]1[CH:7]=[CH:6][C:5]([N+:8]([O-:10])=[O:9])=[CH:4][N:3]=1.[Cl:11][C:12]1[CH:17]=[CH:16][C:15]([NH:18][C:19](=[O:31])[C:20]2[CH:25]=[CH:24][CH:23]=[C:22]([C:26]([C:29]#[N:30])([CH3:28])[CH3:27])[CH:21]=2)=[CH:14][C:13]=1[OH:32].C(=O)([O-])[O-].[K+].[K+], predict the reaction product. The product is: [Cl:11][C:12]1[CH:17]=[CH:16][C:15]([NH:18][C:19](=[O:31])[C:20]2[CH:25]=[CH:24][CH:23]=[C:22]([C:26]([C:29]#[N:30])([CH3:27])[CH3:28])[CH:21]=2)=[CH:14][C:13]=1[O:32][C:2]1[CH:7]=[CH:6][C:5]([N+:8]([O-:10])=[O:9])=[CH:4][N:3]=1. (2) Given the reactants [Br:1][C:2]1[CH:7]=[CH:6][C:5]([CH:8]([NH:10][CH3:11])[CH3:9])=[CH:4][CH:3]=1.[BH-](OC(C)=O)(OC(C)=O)O[C:14](C)=O.[Na+].C(=O)([O-])O.[Na+], predict the reaction product. The product is: [Br:1][C:2]1[CH:3]=[CH:4][C:5]([CH:8]([N:10]([CH3:14])[CH3:11])[CH3:9])=[CH:6][CH:7]=1. (3) Given the reactants [N+:1]([C:4]1[CH:5]=[C:6]2[C:10](=[CH:11][CH:12]=1)[NH:9][N:8]=[CH:7]2)([O-:3])=[O:2].[Br:13]Br, predict the reaction product. The product is: [Br:13][C:7]1[C:6]2[C:10](=[CH:11][CH:12]=[C:4]([N+:1]([O-:3])=[O:2])[CH:5]=2)[NH:9][N:8]=1. (4) The product is: [NH2:1][C:4]1[CH:12]=[CH:11][C:10]2[N:9]3[CH2:13][CH2:14][CH2:15][C:8]3=[CH:7][C:6]=2[C:5]=1[C:16]([O:18][CH3:19])=[O:17]. Given the reactants [N+:1]([C:4]1[CH:12]=[CH:11][C:10]2[N:9]3[CH2:13][CH2:14][CH2:15][C:8]3=[CH:7][C:6]=2[C:5]=1[C:16]([O:18][CH3:19])=[O:17])([O-])=O.[Sn](Cl)Cl, predict the reaction product. (5) Given the reactants C(=O)([O-])[O-].[Cs+].[Cs+].[NH2:7][C:8]1[CH:9]=[CH:10][C:11]([N:19]2[CH2:24][CH2:23][N:22]([CH:25]([CH3:27])[CH3:26])[CH2:21][CH2:20]2)=[C:12]2[C:16]=1[C:15](=[O:17])[N:14]([CH3:18])[CH2:13]2.[Cl:28][C:29]1[CH:34]=[C:33](I)[C:32]([F:36])=[CH:31][N:30]=1, predict the reaction product. The product is: [Cl:28][C:29]1[CH:34]=[C:33]([NH:7][C:8]2[CH:9]=[CH:10][C:11]([N:19]3[CH2:20][CH2:21][N:22]([CH:25]([CH3:27])[CH3:26])[CH2:23][CH2:24]3)=[C:12]3[C:16]=2[C:15](=[O:17])[N:14]([CH3:18])[CH2:13]3)[C:32]([F:36])=[CH:31][N:30]=1. (6) Given the reactants [CH3:1][CH:2]([CH3:40])[CH:3]([C:20]1[CH:25]=[CH:24][C:23]([CH2:26][N:27]2[C:32](=[O:33])[CH2:31][O:30][C:29]([C:34]3[CH:39]=[CH:38][CH:37]=[CH:36][CH:35]=3)=[N:28]2)=[CH:22][CH:21]=1)[C:4]([NH:6][C:7]1[CH:12]=[CH:11][C:10](/[CH:13]=[CH:14]/[C:15]([O:17][CH2:18][CH3:19])=[O:16])=[CH:9][CH:8]=1)=[O:5], predict the reaction product. The product is: [CH3:40][CH:2]([CH3:1])[CH:3]([C:20]1[CH:25]=[CH:24][C:23]([CH2:26][N:27]2[C:32](=[O:33])[CH2:31][O:30][C:29]([C:34]3[CH:39]=[CH:38][CH:37]=[CH:36][CH:35]=3)=[N:28]2)=[CH:22][CH:21]=1)[C:4]([NH:6][C:7]1[CH:12]=[CH:11][C:10]([CH2:13][CH2:14][C:15]([O:17][CH2:18][CH3:19])=[O:16])=[CH:9][CH:8]=1)=[O:5].